From a dataset of Full USPTO retrosynthesis dataset with 1.9M reactions from patents (1976-2016). Predict the reactants needed to synthesize the given product. (1) The reactants are: [NH2:1][C:2]1[N:6]([CH2:7][CH2:8][Cl:9])[N:5]=[CH:4][C:3]=1[C:10]#[N:11].[OH:12]S(O)(=O)=O.[NH4+].[OH-]. Given the product [NH2:1][C:2]1[N:6]([CH2:7][CH2:8][Cl:9])[N:5]=[CH:4][C:3]=1[C:10]([NH2:11])=[O:12], predict the reactants needed to synthesize it. (2) The reactants are: [Cl:1][C:2]1[CH:22]=[C:21]([Cl:23])[CH:20]=[CH:19][C:3]=1[CH2:4][N:5]1[C:9](/[CH:10]=[CH:11]/[C:12]([OH:14])=O)=[CH:8][C:7]([O:15][CH:16]([CH3:18])[CH3:17])=[N:6]1.[CH2:24]([S:29]([NH2:32])(=[O:31])=[O:30])[CH2:25][CH2:26][CH2:27][CH3:28].N12CCCN=C1CCCCC2. Given the product [Cl:1][C:2]1[CH:22]=[C:21]([Cl:23])[CH:20]=[CH:19][C:3]=1[CH2:4][N:5]1[C:9](/[CH:10]=[CH:11]/[C:12]([NH:32][S:29]([CH2:24][CH2:25][CH2:26][CH2:27][CH3:28])(=[O:31])=[O:30])=[O:14])=[CH:8][C:7]([O:15][CH:16]([CH3:18])[CH3:17])=[N:6]1, predict the reactants needed to synthesize it. (3) Given the product [Cl:1][C:2]1[CH:3]=[N:4][C:5]2[N:6]([N:8]=[C:9]([C:11]([N:20]3[CH2:19][CH2:18][C:17]4[C:22](=[CH:23][CH:24]=[CH:25][C:16]=4[O:15][CH3:14])[N:21]3[CH3:26])=[O:13])[CH:10]=2)[CH:7]=1, predict the reactants needed to synthesize it. The reactants are: [Cl:1][C:2]1[CH:3]=[N:4][C:5]2[N:6]([N:8]=[C:9]([C:11]([OH:13])=O)[CH:10]=2)[CH:7]=1.[CH3:14][O:15][C:16]1[CH:25]=[CH:24][CH:23]=[C:22]2[C:17]=1[CH2:18][CH2:19][NH:20][N:21]2[CH3:26]. (4) Given the product [F:11][C:12]([F:17])([F:16])[C:13]([OH:15])=[O:14].[CH3:7][S+:8]([CH3:10])[C:41]1[CH:42]=[CH:43][C:38]([C:36]([CH3:44])([CH3:37])[C@@H:35]([C:34]([NH:33][C@H:28]([C:27]([N:26]([C@@H:22]([CH:23]([CH3:24])[CH3:25])/[CH:21]=[C:20](\[CH3:50])/[CH:19]=[O:18])[CH3:49])=[O:48])[C:29]([CH3:30])([CH3:32])[CH3:31])=[O:47])[NH:45][CH3:46])=[CH:39][CH:40]=1.[CH3:46][NH:45][C@H:35]([C:34]([NH:33][C@H:28]([C:27]([N:26]([C@@H:22]([CH:23]([CH3:25])[CH3:24])/[CH:21]=[C:20](\[CH3:50])/[CH:19]=[O:18])[CH3:49])=[O:48])[C:29]([CH3:32])([CH3:31])[CH3:30])=[O:47])[C:36]([CH3:44])([CH3:37])[C:38]1[CH:43]=[CH:42][CH:41]=[CH:40][CH:39]=1, predict the reactants needed to synthesize it. The reactants are: C(Cl)(=O)C(Cl)=O.[CH3:7][S:8]([CH3:10])=O.[F:11][C:12]([F:17])([F:16])[C:13]([OH:15])=[O:14].[OH:18][CH2:19]/[C:20](/[CH3:50])=[CH:21]/[C@@H:22]([N:26]([CH3:49])[C:27](=[O:48])[C@@H:28]([NH:33][C:34](=[O:47])[C@@H:35]([NH:45][CH3:46])[C:36]([CH3:44])([C:38]1[CH:43]=[CH:42][CH:41]=[CH:40][CH:39]=1)[CH3:37])[C:29]([CH3:32])([CH3:31])[CH3:30])[CH:23]([CH3:25])[CH3:24].C(N(CC)CC)C. (5) Given the product [CH:48]([NH:49][C:17]([C@@H:15]1[CH2:14][N:11]2[CH2:12][CH2:13][N:8]([C:6]([O:5][C:1]([CH3:2])([CH3:3])[CH3:4])=[O:7])[CH2:9][C@@H:10]2[CH2:16]1)=[O:19])([C:50]1[CH:51]=[CH:52][CH:53]=[CH:54][CH:55]=1)[C:42]1[CH:47]=[CH:46][CH:45]=[CH:44][CH:43]=1, predict the reactants needed to synthesize it. The reactants are: [C:1]([O:5][C:6]([N:8]1[CH2:13][CH2:12][N:11]2[CH2:14][C@@H:15]([C:17]([OH:19])=O)[CH2:16][C@H:10]2[CH2:9]1)=[O:7])([CH3:4])([CH3:3])[CH3:2].C(N=C=NCCCN(C)C)C.O.OC1C2N=NNC=2C=CC=1.[C:42]1([CH:48]([C:50]2[CH:55]=[CH:54][CH:53]=[CH:52][CH:51]=2)[NH2:49])[CH:47]=[CH:46][CH:45]=[CH:44][CH:43]=1. (6) Given the product [Cl:9][C:10]1[C:15]([F:16])=[CH:14][CH:13]=[C:12]([O:17][CH3:18])[C:11]=1[C@H:19]([C:21]1[C:29]2[C:24](=[N:25][CH:26]=[C:27]([C:2]3[N:6]([CH3:7])[C:5]([CH3:8])=[N:4][CH:3]=3)[CH:28]=2)[NH:23][CH:22]=1)[CH3:20], predict the reactants needed to synthesize it. The reactants are: Br[C:2]1[N:6]([CH3:7])[C:5]([CH3:8])=[N:4][CH:3]=1.[Cl:9][C:10]1[C:15]([F:16])=[CH:14][CH:13]=[C:12]([O:17][CH3:18])[C:11]=1[C@H:19]([C:21]1[C:29]2[C:24](=[N:25][CH:26]=[C:27](B3OC(C)(C)C(C)(C)O3)[CH:28]=2)[NH:23][CH:22]=1)[CH3:20].C(=O)([O-])[O-].[K+].[K+].ClCCl. (7) Given the product [F:1][C:2]1[C:7]([O:8][CH3:9])=[CH:6][CH:5]=[CH:4][C:3]=1[C:10]1[O:14][C:13]([CH3:15])=[C:12]([CH:16]([NH:21][C:22]2[CH:23]=[CH:24][C:25]([C:54]([N:32]([CH3:31])[CH2:33][CH2:34][C:35]([OH:37])=[O:36])=[O:53])=[CH:29][CH:30]=2)[CH2:17][CH:18]([CH3:20])[CH3:19])[CH:11]=1, predict the reactants needed to synthesize it. The reactants are: [F:1][C:2]1[C:7]([O:8][CH3:9])=[CH:6][CH:5]=[CH:4][C:3]=1[C:10]1[O:14][C:13]([CH3:15])=[C:12]([CH:16]([NH:21][C:22]2[CH:30]=[CH:29][C:25](C(O)=O)=[CH:24][CH:23]=2)[CH2:17][CH:18]([CH3:20])[CH3:19])[CH:11]=1.[CH3:31][NH:32][CH2:33][CH2:34][C:35]([O:37]CC)=[O:36].Cl.C(N=C=NCCCN(C)C)C.O.[OH:53][C:54]1C2N=NNC=2C=CC=1.